Dataset: Full USPTO retrosynthesis dataset with 1.9M reactions from patents (1976-2016). Task: Predict the reactants needed to synthesize the given product. (1) Given the product [Br:8][C:3]1[CH:4]=[CH:5][CH:6]=[CH:7][C:2]=1[CH2:12][CH2:11][CH:10]([CH3:14])[CH3:9], predict the reactants needed to synthesize it. The reactants are: I[C:2]1[CH:7]=[CH:6][CH:5]=[CH:4][C:3]=1[Br:8].[CH3:9][CH:10]([CH3:14])[CH2:11][CH2:12][Zn]. (2) The reactants are: Br[C:2]1[CH:9]=[C:8]([O:10][CH3:11])[C:7]([O:12][CH3:13])=[CH:6][C:3]=1[CH:4]=[O:5].[N:14]1[CH:19]=[CH:18][CH:17]=[C:16](B(O)O)[CH:15]=1.C(=O)([O-])[O-].[Cs+].[Cs+]. Given the product [CH3:11][O:10][C:8]1[C:7]([O:12][CH3:13])=[CH:6][C:3]([CH:4]=[O:5])=[C:2]([C:16]2[CH:15]=[N:14][CH:19]=[CH:18][CH:17]=2)[CH:9]=1, predict the reactants needed to synthesize it.